From a dataset of Catalyst prediction with 721,799 reactions and 888 catalyst types from USPTO. Predict which catalyst facilitates the given reaction. (1) Reactant: [N+:1]([C:4]1[CH:9]=[CH:8][C:7]([C:10]([NH2:13])([CH3:12])[CH3:11])=[CH:6][CH:5]=1)([O-:3])=[O:2].C([O-])([O-])=O.[Na+].[Na+].[C:20](O[C:20]([O:22][C:23]([CH3:26])([CH3:25])[CH3:24])=[O:21])([O:22][C:23]([CH3:26])([CH3:25])[CH3:24])=[O:21]. Product: [N+:1]([C:4]1[CH:5]=[CH:6][C:7]([C:10]([NH:13][C:20](=[O:21])[O:22][C:23]([CH3:26])([CH3:25])[CH3:24])([CH3:11])[CH3:12])=[CH:8][CH:9]=1)([O-:3])=[O:2]. The catalyst class is: 12. (2) Reactant: [O:1]1[CH2:5][CH2:4][CH2:3][CH:2]1[C:6](=[N:8][OH:9])[Cl:7].[CH3:10][S:11](Cl)(=[O:13])=[O:12].C(N(CC)CC)C. The catalyst class is: 28. Product: [CH3:10][S:11]([O:9][N:8]=[C:6]([Cl:7])[CH:2]1[CH2:3][CH2:4][CH2:5][O:1]1)(=[O:13])=[O:12]. (3) Reactant: [H-].[Na+].[Cl-].[CH3:4][O:5][CH2:6][P+](C1C=CC=CC=1)(C1C=CC=CC=1)C1C=CC=CC=1.[CH:26]([N:39]1[CH2:42][C:41](=O)[CH2:40]1)([C:33]1[CH:38]=[CH:37][CH:36]=[CH:35][CH:34]=1)[C:27]1[CH:32]=[CH:31][CH:30]=[CH:29][CH:28]=1. Product: [CH:26]([N:39]1[CH2:42][C:41](=[CH:4][O:5][CH3:6])[CH2:40]1)([C:33]1[CH:38]=[CH:37][CH:36]=[CH:35][CH:34]=1)[C:27]1[CH:32]=[CH:31][CH:30]=[CH:29][CH:28]=1. The catalyst class is: 7. (4) Reactant: [CH2:1]([N:8]([CH2:27][CH2:28][C:29]([F:32])([F:31])[F:30])[C:9]1[CH:14]=[CH:13][C:12](Br)=[CH:11][C:10]=1[NH:16][C:17]([NH:19][C:20]1[CH:25]=[CH:24][C:23]([CH3:26])=[CH:22][CH:21]=1)=[O:18])[C:2]1[CH:7]=[CH:6][CH:5]=[CH:4][CH:3]=1.B([C:36]1[CH:44]=[C:43]([F:45])[CH:42]=[CH:41][C:37]=1[C:38]([OH:40])=[O:39])(O)O.C(=O)([O-])[O-].[K+].[K+].CC(O)=O. Product: [CH2:1]([N:8]([CH2:27][CH2:28][C:29]([F:32])([F:31])[F:30])[C:9]1[CH:14]=[CH:13][C:12]([C:36]2[C:37]([C:38]([OH:40])=[O:39])=[CH:41][CH:42]=[C:43]([F:45])[CH:44]=2)=[CH:11][C:10]=1[NH:16][C:17]([NH:19][C:20]1[CH:25]=[CH:24][C:23]([CH3:26])=[CH:22][CH:21]=1)=[O:18])[C:2]1[CH:7]=[CH:6][CH:5]=[CH:4][CH:3]=1. The catalyst class is: 128. (5) Reactant: [Cl:1][C:2]1[CH:3]=[C:4]2[N:25]=[C:24]([O:26][C@H:27]3[C@H:31]4[O:32][CH2:33][C@@H:34]([OH:35])[C@H:30]4[O:29][CH2:28]3)[N:23]([CH2:36][O:37][CH2:38][CH2:39][Si:40]([CH3:43])([CH3:42])[CH3:41])[C:5]2=[N:6][C:7]=1[C:8]1[CH:13]=[CH:12][C:11](B2OC(C)(C)C(C)(C)O2)=[CH:10][CH:9]=1.Br[C:45]1[CH:50]=[CH:49][C:48]([S:51]([N:60]([CH3:62])[CH3:61])(=[O:59])=[N:52][C:53](=[O:58])[C:54]([F:57])([F:56])[F:55])=[CH:47][CH:46]=1. Product: [OH:35][C@H:34]1[C@H:30]2[O:29][CH2:28][C@@H:27]([O:26][C:24]3[N:23]([CH2:36][O:37][CH2:38][CH2:39][Si:40]([CH3:41])([CH3:43])[CH3:42])[C:5]4=[N:6][C:7]([C:8]5[CH:13]=[CH:12][C:11]([C:45]6[CH:46]=[CH:47][C:48]([S:51]([N:60]([CH3:62])[CH3:61])(=[O:59])=[N:52][C:53](=[O:58])[C:54]([F:56])([F:55])[F:57])=[CH:49][CH:50]=6)=[CH:10][CH:9]=5)=[C:2]([Cl:1])[CH:3]=[C:4]4[N:25]=3)[C@H:31]2[O:32][CH2:33]1. The catalyst class is: 12. (6) Product: [Cl:1][C:2]1[CH:7]=[CH:6][C:5]([N:8]2[C:14](=[O:15])[CH:13]([CH3:25])[C:12]3=[N:16][N:17]=[C:18]([CH3:19])[N:11]3[C:10]3[CH:20]=[CH:21][CH:22]=[CH:23][C:9]2=3)=[CH:4][CH:3]=1. Reactant: [Cl:1][C:2]1[CH:7]=[CH:6][C:5]([N:8]2[C:14](=[O:15])[CH2:13][C:12]3=[N:16][N:17]=[C:18]([CH3:19])[N:11]3[C:10]3[CH:20]=[CH:21][CH:22]=[CH:23][C:9]2=3)=[CH:4][CH:3]=1.[Li+].[CH3:25][Si]([N-][Si](C)(C)C)(C)C.CI.[NH4+].[Cl-]. The catalyst class is: 1. (7) Reactant: [F:1][C:2]1([F:29])[CH2:6][C@H:5]([NH:7][C:8](=[O:20])[C:9]2[CH:14]=[CH:13][CH:12]=[CH:11][C:10]=2[N:15]2[N:19]=[CH:18][CH:17]=[N:16]2)[C@@H:4]([NH:21]S(C(C)(C)C)(=O)=O)[CH2:3]1.C1(OC)C=CC=CC=1.FC(F)(F)S(O)(=O)=O. Product: [NH2:21][C@H:4]1[CH2:3][C:2]([F:29])([F:1])[CH2:6][C@@H:5]1[NH:7][C:8](=[O:20])[C:9]1[CH:14]=[CH:13][CH:12]=[CH:11][C:10]=1[N:15]1[N:16]=[CH:17][CH:18]=[N:19]1. The catalyst class is: 2.